This data is from Full USPTO retrosynthesis dataset with 1.9M reactions from patents (1976-2016). The task is: Predict the reactants needed to synthesize the given product. Given the product [CH3:34][C@@H:30]1[CH2:31][CH2:32][CH2:33][N:28]([C:26](=[O:27])[C:20]2[C:19]([C:52]3[N:57]=[CH:56][CH:55]=[CH:54][N:53]=3)=[CH:24][CH:23]=[C:22]([CH3:25])[N:21]=2)[C@@H:29]1[CH2:35][N:36]1[C:44](=[O:45])[C:43]2[C:38](=[CH:39][CH:40]=[CH:41][CH:42]=2)[C:37]1=[O:46], predict the reactants needed to synthesize it. The reactants are: CC1C=CC(C2C=CC=CN=2)=C(C=1)C(OC)=O.Br[C:19]1[C:20]([C:26]([N:28]2[CH2:33][CH2:32][CH2:31][C@@H:30]([CH3:34])[C@H:29]2[CH2:35][N:36]2[C:44](=[O:45])[C:43]3[C:38](=[CH:39][CH:40]=[CH:41][CH:42]=3)[C:37]2=[O:46])=[O:27])=[N:21][C:22]([CH3:25])=[CH:23][CH:24]=1.C([Sn](CCCC)(CCCC)[C:52]1[N:57]=[CH:56][CH:55]=[CH:54][N:53]=1)CCC.